From a dataset of Full USPTO retrosynthesis dataset with 1.9M reactions from patents (1976-2016). Predict the reactants needed to synthesize the given product. (1) Given the product [CH:24]1([O:23][C:18]2[CH:17]=[CH:16][C:15]([NH:14][C:6](=[O:11])[C:7]([F:8])([F:9])[F:10])=[CH:20][C:19]=2[CH2:21][OH:22])[CH2:26][CH2:25]1, predict the reactants needed to synthesize it. The reactants are: [F:8][C:7]([F:10])([F:9])[C:6](O[C:6](=[O:11])[C:7]([F:10])([F:9])[F:8])=[O:11].[NH2:14][C:15]1[CH:16]=[CH:17][C:18]([O:23][CH:24]2[CH2:26][CH2:25]2)=[C:19]([CH2:21][OH:22])[CH:20]=1.C(N(CC)CC)C. (2) Given the product [CH3:1][Si:2]([CH3:4])([CH3:3])[N:5]([C@H:12]([B:17]1[O:21][C@@H:20]2[CH2:22][C@@H:23]3[CH2:26][C@H:25]([C@:19]2([CH3:29])[O:18]1)[C:24]3([CH3:27])[CH3:28])[CH2:13][CH:14]([CH3:16])[CH3:15])[Si:6]([CH3:9])([CH3:8])[CH3:7], predict the reactants needed to synthesize it. The reactants are: [CH3:1][Si:2]([N-:5][Si:6]([CH3:9])([CH3:8])[CH3:7])([CH3:4])[CH3:3].[Li+].Cl[C@@H:12]([B:17]1[O:21][C@@H:20]2[CH2:22][C@@H:23]3[CH2:26][C@H:25]([C@:19]2([CH3:29])[O:18]1)[C:24]3([CH3:28])[CH3:27])[CH2:13][CH:14]([CH3:16])[CH3:15]. (3) Given the product [Cl:25][C:26]1[CH:31]=[CH:30][C:29]([N:32]2[CH2:33][CH2:34][N:35]([C:49](=[O:50])[CH2:48][N:45]3[C:46]([CH3:47])=[C:42]([Cl:41])[C:43]([C:52]([F:55])([F:54])[F:53])=[N:44]3)[CH2:36][CH2:37]2)=[CH:28][C:27]=1[O:38][CH2:39][CH3:40], predict the reactants needed to synthesize it. The reactants are: CN(C(ON1N=NC2C=CC=NC1=2)=[N+](C)C)C.F[P-](F)(F)(F)(F)F.[Cl:25][C:26]1[CH:31]=[CH:30][C:29]([N:32]2[CH2:37][CH2:36][NH:35][CH2:34][CH2:33]2)=[CH:28][C:27]=1[O:38][CH2:39][CH3:40].[Cl:41][C:42]1[C:43]([C:52]([F:55])([F:54])[F:53])=[N:44][N:45]([CH2:48][C:49](O)=[O:50])[C:46]=1[CH3:47]. (4) Given the product [CH3:23][S:19]([CH2:3][CH2:4][CH2:5][N:6]1[C:14](=[O:15])[C:13]2[C:8](=[CH:9][CH:10]=[CH:11][CH:12]=2)[C:7]1=[O:16])(=[O:21])=[O:18], predict the reactants needed to synthesize it. The reactants are: CS[CH2:3][CH2:4][CH2:5][N:6]1[C:14](=[O:15])[C:13]2[C:8](=[CH:9][CH:10]=[CH:11][CH:12]=2)[C:7]1=[O:16].O[O:18][S:19]([O-:21])=O.[K+].[CH3:23]O. (5) Given the product [Br:47][CH2:48][C:49]([NH:1][C:2]1[CH:12]=[CH:11][C:10]([C:13]2[CH:14]=[C:15]3[C:21]([C:22]4[CH:27]=[CH:26][CH:25]=[CH:24][C:23]=4[O:28][CH3:29])=[N:20][N:19]([CH2:30][O:31][CH2:32][CH2:33][Si:34]([CH3:37])([CH3:36])[CH3:35])[C:16]3=[N:17][CH:18]=2)=[CH:9][C:3]=1[C:4]([N:6]([CH3:8])[CH3:7])=[O:5])=[O:50], predict the reactants needed to synthesize it. The reactants are: [NH2:1][C:2]1[CH:12]=[CH:11][C:10]([C:13]2[CH:14]=[C:15]3[C:21]([C:22]4[CH:27]=[CH:26][CH:25]=[CH:24][C:23]=4[O:28][CH3:29])=[N:20][N:19]([CH2:30][O:31][CH2:32][CH2:33][Si:34]([CH3:37])([CH3:36])[CH3:35])[C:16]3=[N:17][CH:18]=2)=[CH:9][C:3]=1[C:4]([N:6]([CH3:8])[CH3:7])=[O:5].C(N(C(C)C)CC)(C)C.[Br:47][CH2:48][C:49](Cl)=[O:50]. (6) Given the product [Cl:1][C:2]1[CH:21]=[CH:20][C:5]([CH:6]([C:7]2[CH:8]=[CH:9][C:10]([Cl:13])=[CH:11][CH:12]=2)[N:14]2[CH2:15][CH2:16][N:17]([C:34]([C:33]3[CH:37]=[CH:38][CH:39]=[C:31]([C:30]([F:29])([F:40])[F:41])[CH:32]=3)=[O:35])[CH2:18][CH2:19]2)=[CH:4][CH:3]=1, predict the reactants needed to synthesize it. The reactants are: [Cl:1][C:2]1[CH:21]=[CH:20][C:5]([CH:6]([N:14]2[CH2:19][CH2:18][NH:17][CH2:16][CH2:15]2)[C:7]2[CH:12]=[CH:11][C:10]([Cl:13])=[CH:9][CH:8]=2)=[CH:4][CH:3]=1.C(N(CC)CC)C.[F:29][C:30]([F:41])([F:40])[C:31]1[CH:32]=[C:33]([CH:37]=[CH:38][CH:39]=1)[C:34](Cl)=[O:35]. (7) Given the product [C:1]([C:5]1[CH:6]=[C:7]([NH:16][C:17]([NH:19][C:20]2[C:29]3[C:24](=[CH:25][CH:26]=[CH:27][CH:28]=3)[C:23]([O:30][C:31]3[CH:36]=[CH:35][N:34]=[C:33]([NH:37][C:38]4[CH:43]=[C:42]([O:44][CH2:45][CH2:46][O:47][CH2:48][CH2:49][O:50][CH2:51][CH2:52][O:53][CH3:54])[CH:41]=[C:40]([O:55][CH3:56])[CH:39]=4)[N:32]=3)=[CH:22][CH:21]=2)=[O:18])[C:8]([O:14][CH3:15])=[C:9]([CH:13]=1)[C:10]([NH:61][CH2:60][CH2:59][N:58]([CH3:62])[CH3:57])=[O:11])([CH3:4])([CH3:2])[CH3:3], predict the reactants needed to synthesize it. The reactants are: [C:1]([C:5]1[CH:6]=[C:7]([NH:16][C:17]([NH:19][C:20]2[C:29]3[C:24](=[CH:25][CH:26]=[CH:27][CH:28]=3)[C:23]([O:30][C:31]3[CH:36]=[CH:35][N:34]=[C:33]([NH:37][C:38]4[CH:43]=[C:42]([O:44][CH2:45][CH2:46][O:47][CH2:48][CH2:49][O:50][CH2:51][CH2:52][O:53][CH3:54])[CH:41]=[C:40]([O:55][CH3:56])[CH:39]=4)[N:32]=3)=[CH:22][CH:21]=2)=[O:18])[C:8]([O:14][CH3:15])=[C:9]([CH:13]=1)[C:10](O)=[O:11])([CH3:4])([CH3:3])[CH3:2].[CH3:57][N:58]([CH3:62])[CH2:59][CH2:60][NH2:61].C(N(CC)CC)C.C(P1(=O)OP(CCC)(=O)OP(CCC)(=O)O1)CC.CCOC(C)=O. (8) Given the product [CH:1]([N:4]1[CH2:9][CH2:8][CH:7]([O:10][C:14]2[CH:19]=[CH:18][C:17]([C:20](=[O:22])[CH3:21])=[CH:16][CH:15]=2)[CH2:6][CH2:5]1)([CH3:3])[CH3:2], predict the reactants needed to synthesize it. The reactants are: [CH:1]([N:4]1[CH2:9][CH2:8][CH:7]([OH:10])[CH2:6][CH2:5]1)([CH3:3])[CH3:2].[H-].[Na+].F[C:14]1[CH:19]=[CH:18][C:17]([C:20](=[O:22])[CH3:21])=[CH:16][CH:15]=1. (9) Given the product [CH:8]([N:4]1[CH:3]=[C:2]([Br:1])[CH:6]=[N:5]1)([C:9]1[CH:14]=[CH:13][CH:12]=[CH:11][CH:10]=1)[C:15]1[CH:20]=[CH:19][CH:18]=[CH:17][CH:16]=1, predict the reactants needed to synthesize it. The reactants are: [Br:1][C:2]1[CH:3]=[N:4][NH:5][CH:6]=1.Br[CH:8]([C:15]1[CH:20]=[CH:19][CH:18]=[CH:17][CH:16]=1)[C:9]1[CH:14]=[CH:13][CH:12]=[CH:11][CH:10]=1.C(N(CC)CC)C.